The task is: Predict the product of the given reaction.. This data is from Forward reaction prediction with 1.9M reactions from USPTO patents (1976-2016). (1) Given the reactants [Br:1][C:2]1[CH:3]=[C:4]([C:14]2[O:19][C:18](=[O:20])[C:17]3[CH:21]=[C:22]([Cl:26])[CH:23]=[C:24]([CH3:25])[C:16]=3[N:15]=2)[N:5]([C:7]2[C:12]([Cl:13])=[CH:11][CH:10]=[CH:9][N:8]=2)[CH:6]=1.O.[NH2:28][NH2:29].O1CCCC1, predict the reaction product. The product is: [Br:1][C:2]1[CH:3]=[C:4]([C:14]([NH:15][C:16]2[C:24]([CH3:25])=[CH:23][C:22]([Cl:26])=[CH:21][C:17]=2[C:18]([NH:28][NH2:29])=[O:20])=[O:19])[N:5]([C:7]2[C:12]([Cl:13])=[CH:11][CH:10]=[CH:9][N:8]=2)[CH:6]=1. (2) Given the reactants [Cl:1][C:2]1[C:3](=[O:29])[N:4]([CH2:19][C:20]2[CH:21]=[C:22]3[C:26](=[CH:27][CH:28]=2)[NH:25][CH:24]=[CH:23]3)[C:5]([CH3:18])=[CH:6][C:7]=1[O:8][CH2:9][C:10]1[CH:15]=[CH:14][C:13]([F:16])=[CH:12][C:11]=1[F:17].[H-].[Na+].[CH3:32]OS(OC)(=O)=O, predict the reaction product. The product is: [Cl:1][C:2]1[C:3](=[O:29])[N:4]([CH2:19][C:20]2[CH:21]=[C:22]3[C:26](=[CH:27][CH:28]=2)[N:25]([CH3:32])[CH:24]=[CH:23]3)[C:5]([CH3:18])=[CH:6][C:7]=1[O:8][CH2:9][C:10]1[CH:15]=[CH:14][C:13]([F:16])=[CH:12][C:11]=1[F:17]. (3) The product is: [P:2]([O-:6])([O-:5])([O-:4])=[O:3].[Na+:22].[Na+:22].[Na+:22].[P:17](=[O:18])([OH:21])([OH:20])[OH:19]. Given the reactants Cl.[P:2](=[O:6])([OH:5])([OH:4])[OH:3].O.O.O.O.O.O.O.O.O.O.[P:17]([O-:21])([O-:20])([O-:19])=[O:18].[Na+:22].[Na+].[Na+].P([O-])([O-])([O-])=O.[Si](=O)=O, predict the reaction product.